Dataset: Full USPTO retrosynthesis dataset with 1.9M reactions from patents (1976-2016). Task: Predict the reactants needed to synthesize the given product. (1) The reactants are: [F:1][C:2]1[CH:3]=[C:4]([CH:13]2[C:22]([CH3:24])([CH3:23])[CH2:21][C:20]3[C:15](=[CH:16][CH:17]=[C:18]([C:25](O)=[O:26])[CH:19]=3)[NH:14]2)[CH:5]=[C:6]([N:8]2[CH2:12][CH2:11][CH2:10][CH2:9]2)[CH:7]=1.[CH:28]1([S:31]([NH2:34])(=[O:33])=[O:32])[CH2:30][CH2:29]1. Given the product [F:1][C:2]1[CH:3]=[C:4]([CH:13]2[C:22]([CH3:24])([CH3:23])[CH2:21][C:20]3[C:15](=[CH:16][CH:17]=[C:18]([C:25]([NH:34][S:31]([CH:28]4[CH2:30][CH2:29]4)(=[O:33])=[O:32])=[O:26])[CH:19]=3)[NH:14]2)[CH:5]=[C:6]([N:8]2[CH2:12][CH2:11][CH2:10][CH2:9]2)[CH:7]=1, predict the reactants needed to synthesize it. (2) Given the product [OH:26][CH:2]([CH2:20][CH3:21])[C:3]([C:5]1[CH:19]=[CH:18][C:8]2[N:9]=[C:10]([C:12]3[CH:17]=[CH:16][CH:15]=[CH:14][CH:13]=3)[O:11][C:7]=2[CH:6]=1)=[O:4], predict the reactants needed to synthesize it. The reactants are: Br[CH:2]([CH2:20][CH3:21])[C:3]([C:5]1[CH:19]=[CH:18][C:8]2[N:9]=[C:10]([C:12]3[CH:17]=[CH:16][CH:15]=[CH:14][CH:13]=3)[O:11][C:7]=2[CH:6]=1)=[O:4].CN(C=[O:26])C. (3) Given the product [Cl:8][C:6]1[N:5]=[C:4]([NH:25][C:23]2[CH:22]=[N:21][N:20]([CH3:19])[CH:24]=2)[N:3]=[C:2]([NH2:1])[N:7]=1, predict the reactants needed to synthesize it. The reactants are: [NH2:1][C:2]1[N:7]=[C:6]([Cl:8])[N:5]=[C:4](Cl)[N:3]=1.CCN(C(C)C)C(C)C.[CH3:19][N:20]1[CH:24]=[C:23]([NH2:25])[CH:22]=[N:21]1. (4) Given the product [CH3:1][C:2]1[C:10]2[C:9](=[O:11])[CH2:8][C:7]([CH3:13])([CH3:12])[CH2:6][C:5]=2[N:4]([CH2:18][C:19]2[CH:28]=[CH:27][C:22]([C:23]([O:25][CH3:26])=[O:24])=[CH:21][CH:20]=2)[CH:3]=1, predict the reactants needed to synthesize it. The reactants are: [CH3:1][C:2]1[C:10]2[C:9](=[O:11])[CH2:8][C:7]([CH3:13])([CH3:12])[CH2:6][C:5]=2[NH:4][CH:3]=1.[H-].[Na+].BrC[CH2:18][C:19]1[CH:28]=[CH:27][C:22]([C:23]([O:25][CH3:26])=[O:24])=[CH:21][CH:20]=1. (5) Given the product [OH:29][CH2:28][CH2:30][NH:31][C:4]([C:6]1[C:7]2[S:15][CH:14]=[C:13]([CH2:16][O:17][C:18]3[CH:23]=[CH:22][C:21]([O:24][CH3:25])=[CH:20][C:19]=3[Cl:26])[C:8]=2[C:9]([NH2:12])=[N:10][CH:11]=1)=[O:5], predict the reactants needed to synthesize it. The reactants are: C(O[C:4]([C:6]1[C:7]2[S:15][CH:14]=[C:13]([CH2:16][O:17][C:18]3[CH:23]=[CH:22][C:21]([O:24][CH3:25])=[CH:20][C:19]=3[Cl:26])[C:8]=2[C:9]([NH2:12])=[N:10][CH:11]=1)=[O:5])C.O.[CH2:28]([CH2:30][NH2:31])[OH:29]. (6) Given the product [CH3:19][O:18][CH2:17][C@H:16]([CH3:20])[O:15][C:13]1[CH:14]=[C:9]([OH:8])[CH:10]=[C:11]([C:21]2[NH:29][C:24]3=[N:25][CH:26]=[CH:27][CH:28]=[C:23]3[CH:22]=2)[CH:12]=1, predict the reactants needed to synthesize it. The reactants are: C([O:8][C:9]1[CH:10]=[C:11]([C:21]2[NH:29][C:24]3=[N:25][CH:26]=[CH:27][CH:28]=[C:23]3[CH:22]=2)[CH:12]=[C:13]([O:15][C@@H:16]([CH3:20])[CH2:17][O:18][CH3:19])[CH:14]=1)C1C=CC=CC=1.C([O-])=O.[NH4+]. (7) Given the product [C:11]([O:10][C:8](=[O:9])[NH:7][C@@H:5]([CH3:6])[C:4]([CH3:16])([CH3:15])[CH2:3][OH:2])([CH3:14])([CH3:12])[CH3:13], predict the reactants needed to synthesize it. The reactants are: C[O:2][C:3](=O)[C:4]([CH3:16])([CH3:15])[C@@H:5]([NH:7][C:8]([O:10][C:11]([CH3:14])([CH3:13])[CH3:12])=[O:9])[CH3:6].[H-].[Al+3].[Li+].[H-].[H-].[H-].O.[OH-].[Na+].